This data is from Full USPTO retrosynthesis dataset with 1.9M reactions from patents (1976-2016). The task is: Predict the reactants needed to synthesize the given product. Given the product [C:22]([C:7]1[CH:6]=[C:5]([C:11]2[CH:16]=[CH:15][C:14]([C:17]([F:20])([F:19])[F:18])=[CH:13][CH:12]=2)[S:4][C:3]=1[CH:1]=[O:2])([CH3:24])=[CH2:23], predict the reactants needed to synthesize it. The reactants are: [CH:1]([C:3]1[S:4][C:5]([C:11]2[CH:16]=[CH:15][C:14]([C:17]([F:20])([F:19])[F:18])=[CH:13][CH:12]=2)=[CH:6][C:7]=1B(O)O)=[O:2].Br[C:22]([CH3:24])=[CH2:23].[F-].[Cs+].